Task: Binary Classification. Given a miRNA mature sequence and a target amino acid sequence, predict their likelihood of interaction.. Dataset: Experimentally validated miRNA-target interactions with 360,000+ pairs, plus equal number of negative samples (1) The miRNA is hsa-miR-335-5p with sequence UCAAGAGCAAUAACGAAAAAUGU. The protein sequence of the target gene is MEKRLGVKPNPASWILSGYYWQTSAKWLRSLYLFYTCFCFSVLWLSTDASESRCQQGKTQFGVGLRSGGENHLWLLEGTPSLQSCWAACCQDSACHVFWWLEGMCIQADCSRPQSCRAFRTHSSNSMLVFLKKFQTADDLGFLPEDDVPHLLGLGWNWASWRQSPPRAALRPAVSSSDQQSLIRKLQKRGSPSDVVTPIVTQHSKVNDSNELGGLTTSGSAEVHKAITISSPLTTDLTAELSGGPKNVSVQPEISEGLATTPSTQQVKSSEKTQIAVPQPVAPSYSYATPTPQASFQSTS.... Result: 1 (interaction). (2) The miRNA is mmu-miR-465a-3p with sequence GAUCAGGGCCUUUCUAAGUAGA. The protein sequence of the target gene is MIHTNLKRKFSCFVLVFLLFAIICVWKKGSDYEALTLQAKVFQMPKSQEKVAVGPAPQAVFSNSKQDPKEGVQILSYPRVTAKVKPQPSLQVWDKDSTYSKLNPRLLKIWRNYLNMNKYKVSYKGPGPGVKFSVEALRCHLRDHVNVSMIEATDFPFNTTEWEGYLPKENFRTKAGPWHKCAVVSSAGSLKNSQLGREIDNHDAVLRFNGAPTDNFQQDVGTKTTIRLVNSQLVTTEKRFLKDSLYTEGILILWDPSVYHADIPQWYQKPDYNFFETYKSYRRLHPSQPFYILKPQMPWE.... Result: 1 (interaction). (3) The miRNA is hsa-miR-154-3p with sequence AAUCAUACACGGUUGACCUAUU. The protein sequence of the target gene is MHSSALLCCLVFLAGVAASRDASTLSDSSCIHLPTSLPHMLRELRAAFGKVKTFFQMKDQLHSLLLTQSLLDDFKGYLGCQALSEMIQFYLEEVMPQAENHGPDIKEHVNSLGEKLKTLRLRLRRCHRFLPCENKSKAVEKVKRVFSELQERGVYKAMSEFDIFINYIETYMTTKMQK. Result: 0 (no interaction). (4) The miRNA is hsa-miR-299-5p with sequence UGGUUUACCGUCCCACAUACAU. The protein sequence of the target gene is MNTTDSGVNCLCAICGDRATGKHYGASSCDGCKGFFRRSIRKSHVYSCRFSRQCVVDKDKRNQCRYCRLRKCFRAGMKKEAVQNERDRISTRRSTYEGSNIPSINTLAQAEVRSCQISVPSPSSSTDINIKKIASISDVCESMKQQLLVLVEWAKYIPAFCELPLDDQVALLRAHAGEHLLLGATKRSMMYKDILLLGNHYVIHRNSCEVEVSRVANRVLDELVRPFQEIQIDDNEYACLKAIVFFDPDAKGLSDPVKIKNMRFQVQISLEDYINDRQYDSRGRFGELLLLLPTLQSITW.... Result: 0 (no interaction).